This data is from Catalyst prediction with 721,799 reactions and 888 catalyst types from USPTO. The task is: Predict which catalyst facilitates the given reaction. (1) Reactant: Cl[C:2]1[C:7]([Cl:8])=[N:6][N:5]([CH3:9])[C:4](=[O:10])[CH:3]=1.[CH3:11][O:12][CH2:13][C:14]1[CH:19]=[CH:18][C:17](B(O)O)=[CH:16][CH:15]=1.C(=O)([O-])[O-].[Na+].[Na+]. Product: [Cl:8][C:7]1[C:2]([C:17]2[CH:18]=[CH:19][C:14]([CH2:13][O:12][CH3:11])=[CH:15][CH:16]=2)=[CH:3][C:4](=[O:10])[N:5]([CH3:9])[N:6]=1. The catalyst class is: 460. (2) Reactant: [O:1]1[C:5]2[CH:6]=[CH:7][C:8]([CH2:10][N:11]3[CH2:16][CH2:15][CH:14]([N:17]([CH3:32])[C:18]([N:20]4[CH:24]=[C:23]([C:25]5[CH:30]=[CH:29][CH:28]=[C:27]([OH:31])[CH:26]=5)[N:22]=[CH:21]4)=[O:19])[CH2:13][CH2:12]3)=[CH:9][C:4]=2[O:3][CH2:2]1.[S:33](Cl)(=[O:36])(=[O:35])[NH2:34].ClCCl.CO. Product: [S:33](=[O:36])(=[O:35])([O:31][C:27]1[CH:28]=[CH:29][CH:30]=[C:25]([C:23]2[N:22]=[CH:21][N:20]([C:18](=[O:19])[N:17]([CH:14]3[CH2:13][CH2:12][N:11]([CH2:10][C:8]4[CH:7]=[CH:6][C:5]5[O:1][CH2:2][O:3][C:4]=5[CH:9]=4)[CH2:16][CH2:15]3)[CH3:32])[CH:24]=2)[CH:26]=1)[NH2:34]. The catalyst class is: 80. (3) Reactant: [I-].[CH3:2][O:3][C:4]([C@@H:6]([O:11][C@H:12]([C:26]1[CH:31]=[CH:30][CH:29]=[CH:28][CH:27]=1)[C:13]1[CH:18]=[CH:17][C:16]([C:19]2[CH:20]=[N+:21]([CH3:25])[CH:22]=[CH:23][CH:24]=2)=[CH:15][CH:14]=1)[CH2:7][CH:8]([CH3:10])[CH3:9])=[O:5].C([BH3-])#N.[Na+]. Product: [CH3:9][CH:8]([CH3:10])[CH2:7][C@H:6]([O:11][C@@H:12]([C:13]1[CH:18]=[CH:17][C:16]([C:19]2[CH2:20][N:21]([CH3:25])[CH2:22][CH2:23][CH:24]=2)=[CH:15][CH:14]=1)[C:26]1[CH:31]=[CH:30][CH:29]=[CH:28][CH:27]=1)[C:4]([O:3][CH3:2])=[O:5]. The catalyst class is: 5. (4) Reactant: [F:1][C:2]1[CH:10]=[C:9]2[C:5]([C:6]([C:11]3[N:12]=[C:13]4[C:19]([CH:20]=[O:21])=[CH:18][N:17]([CH2:22][O:23][CH2:24][CH2:25][Si:26]([CH3:29])([CH3:28])[CH3:27])[C:14]4=[N:15][CH:16]=3)=[N:7][NH:8]2)=[CH:4][CH:3]=1.C(=O)([O-])[O-].[Cs+].[Cs+].I[CH:37]1[CH2:40][O:39][CH2:38]1. Product: [F:1][C:2]1[CH:10]=[C:9]2[C:5]([C:6]([C:11]3[N:12]=[C:13]4[C:19]([CH:20]=[O:21])=[CH:18][N:17]([CH2:22][O:23][CH2:24][CH2:25][Si:26]([CH3:29])([CH3:28])[CH3:27])[C:14]4=[N:15][CH:16]=3)=[N:7][N:8]2[CH:37]2[CH2:40][O:39][CH2:38]2)=[CH:4][CH:3]=1. The catalyst class is: 3.